This data is from Experimentally validated miRNA-target interactions with 360,000+ pairs, plus equal number of negative samples. The task is: Binary Classification. Given a miRNA mature sequence and a target amino acid sequence, predict their likelihood of interaction. (1) The miRNA is hsa-miR-4786-5p with sequence UGAGACCAGGACUGGAUGCACC. The protein sequence of the target gene is MADNEKLDNQRLKNFKNKGRDLETMRRQRNEVVVELRKNKRDEHLLKRRNVPHEDICEDSDIDGDYRVQNTSLEAIVQNASSDNQGIQLSAVQAARKLLSSDRNPPIDDLIKSGILPILVHCLERDDNPSLQFEAAWALTNIASGTSEQTQAVVQSNAVPLFLRLLHSPHQNVCEQAVWALGNIIGDGPQCRDYVISLGVVKPLLSFISPSIPITFLRNVTWVMVNLCRHKDPPPPMETIQEILPALCVLIHHTDVNILVDTVWALSYLTDAGNEQIQMVIDSGIVPHLVPLLSHQEVKV.... Result: 1 (interaction). (2) The protein sequence of the target gene is MQAKYSSTRDMLDDDGDTTMSLHSQGSATTRHPEPRRTEHRAPSSTWRPVALTLLTLCLVLLIGLAALGLLFFQYYQLSNTGQDTISQMEERLGNTSQELQSLQVQNIKLAGSLQHVAEKLCRELYNKAGAHRCSPCTEQWKWHGDNCYQFYKDSKSWEDCKYFCLSENSTMLKINKQEDLEFAASQSYSEFFYSYWTGLLRPDSGKAWLWMDGTPFTSELFHIIIDVTSPRSRDCVAILNGMIFSKDCKELKRCVCERRAGMVKPESLHVPPETLGEGD. Result: 0 (no interaction). The miRNA is hsa-miR-5787 with sequence GGGCUGGGGCGCGGGGAGGU. (3) The miRNA is mmu-miR-467g with sequence UAUACAUACACACACAUAUAU. The protein sequence of the target gene is MESNLQGTFLLNNTPLAQFPEMKAPVCQYSVQNSFYKLSPPGLGPQLAAGTPHGITDILSRPVAAPNNSLLSGYPHVAGFGGLSSQGVYYSPQVGNFSKAGNEYPTRTRNCWADTGQDWRGGRQCSNTPDPLSDSIHKKKHTRPTFTGHQIFALEKTFEQTKYLAGPERARLAYSLGMTESQVKVWFQNRRTKWRKKSALEPSSSTPRAPGGAGAGAGGDRAPSENEDDEYNKPLDPDSDDEKIRLLLRKHRAAFSVLSLGAHSV. Result: 0 (no interaction). (4) The miRNA is hsa-miR-548g-3p with sequence AAAACUGUAAUUACUUUUGUAC. The protein sequence of the target gene is MAASFPPTLGLSSAPDEIQHPHIKFSEWKFKLFRVRSFEKTPEEAQKEKKDSFEGKPSLEQSPAVLDKADGQKPVPTQPLLKAHPKFSKKFHDNEKARGKAIHQANLRHLCRICGNSFRADEHNRRYPVHGPVDGKTLGLLRKKEKRATSWPDLIAKVFRIDVKADVDSIHPTEFCHNCWSIMHRKFSSAPCEVYFPRNVTMEWHPHTPSCDICNTARRGLKRKSLQPNLQLSKKLKTVLDQARQARQHKRRAQARISSKDVMKKIANCSKIHLSTKLLAVDFPEHFVKSISCQICEHIL.... Result: 1 (interaction). (5) The protein sequence of the target gene is MTTETFVKDIKPGLKNLNLIFIVLETGRVTKTKDGHEVRTCKVADKTGSINISVWDDVGNLIQPGDIIRLTKGYASVFKGCLTLYTGRGGDLQKIGEFCMVYSEVPNFSEPNPEYSTQQAPNKAVQNDSNPSASQPTTGPSAASPASENQNGNGLSAPPGPGGGPHPPHTPSHPPSTRITRSQPNHTPAGPPGPSSNPVSNGKETRRSSKR. The miRNA is mmu-miR-690 with sequence AAAGGCUAGGCUCACAACCAAA. Result: 0 (no interaction).